The task is: Predict the reactants needed to synthesize the given product.. This data is from Full USPTO retrosynthesis dataset with 1.9M reactions from patents (1976-2016). Given the product [Cl:23][C:18]1[CH:17]=[C:16]([CH:21]=[CH:20][C:19]=1[Cl:22])[CH2:15][O:14][N:13]=[C:11]1[CH2:12][N:8]([C:6](=[O:7])[CH2:31][CH2:30][CH2:29][N:28]([CH3:35])[CH3:27])[C@H:9]([C:24]([NH:46][C:42]2[CH:41]=[C:40]3[C:45](=[CH:44][CH:43]=2)[N:36]=[CH:37][CH:38]=[CH:39]3)=[O:26])[CH2:10]1, predict the reactants needed to synthesize it. The reactants are: C(O[C:6]([N:8]1[CH2:12][C:11](=[N:13][O:14][CH2:15][C:16]2[CH:21]=[CH:20][C:19]([Cl:22])=[C:18]([Cl:23])[CH:17]=2)[CH2:10][C@H:9]1[C:24]([OH:26])=O)=[O:7])(C)(C)C.[CH3:27][N:28]([CH3:35])[CH2:29][CH2:30][CH2:31]C(Cl)=O.[N:36]1[C:45]2[C:40](=[CH:41][C:42]([NH2:46])=[CH:43][CH:44]=2)[CH:39]=[CH:38][CH:37]=1.